Task: Predict the product of the given reaction.. Dataset: Forward reaction prediction with 1.9M reactions from USPTO patents (1976-2016) (1) Given the reactants [NH2:1][CH:2]([C:11]1[CH:16]=[CH:15][CH:14]=[CH:13][C:12]=1[F:17])[C:3]([CH3:10])([CH3:9])[C:4]([O:6]CC)=[O:5], predict the reaction product. The product is: [NH2:1][CH:2]([C:11]1[CH:16]=[CH:15][CH:14]=[CH:13][C:12]=1[F:17])[C:3]([CH3:10])([CH3:9])[C:4]([OH:6])=[O:5]. (2) Given the reactants [Cl:1][C:2]1[N:7]=[C:6]([C:8]([O:10][CH3:11])=[O:9])[CH:5]=[C:4](Cl)[N:3]=1.[C:13]([O-])([O-])=[O:14].[K+].[K+], predict the reaction product. The product is: [Cl:1][C:2]1[N:7]=[C:6]([C:8]([O:10][CH3:11])=[O:9])[CH:5]=[C:4]([O:14][CH3:13])[N:3]=1. (3) Given the reactants S(C1C=CC(C)=CC=1)([O-])(=O)=O.[NH2:12][C@@H:13]([CH3:23])[C:14]([O:16][CH:17]1[CH2:22][CH2:21][O:20][CH2:19][CH2:18]1)=[O:15].[P:24](Cl)(Cl)(=[O:36])[O:25][C:26]1[C:35]2[C:30](=[CH:31][CH:32]=[CH:33][CH:34]=2)[CH:29]=[CH:28][CH:27]=1.C(Cl)[Cl:40], predict the reaction product. The product is: [Cl:40][C:27]1[CH:28]=[CH:29][C:30]2[C:35](=[CH:34][CH:33]=[CH:32][CH:31]=2)[C:26]=1[O:25][P:24](=[N:12][C@@H:13]([CH3:23])[C:14]([O:16][CH:17]1[CH2:18][CH2:19][O:20][CH2:21][CH2:22]1)=[O:15])=[O:36].